Dataset: Peptide-MHC class II binding affinity with 134,281 pairs from IEDB. Task: Regression. Given a peptide amino acid sequence and an MHC pseudo amino acid sequence, predict their binding affinity value. This is MHC class II binding data. (1) The peptide sequence is SGGFSTTVSTEQNVP. The MHC is DRB1_0404 with pseudo-sequence DRB1_0404. The binding affinity (normalized) is 0.174. (2) The peptide sequence is EKKYFAARQFEPLAA. The MHC is HLA-DQA10301-DQB10302 with pseudo-sequence HLA-DQA10301-DQB10302. The binding affinity (normalized) is 0.231. (3) The peptide sequence is FPKEVWEQIFSTWLL. The MHC is HLA-DPA10301-DPB10402 with pseudo-sequence HLA-DPA10301-DPB10402. The binding affinity (normalized) is 0.415. (4) The peptide sequence is SRAEVSYVHVNGAKF. The MHC is HLA-DQA10401-DQB10402 with pseudo-sequence HLA-DQA10401-DQB10402. The binding affinity (normalized) is 0.104. (5) The peptide sequence is FRLLQNSQVFSLIRP. The MHC is DRB1_1302 with pseudo-sequence DRB1_1302. The binding affinity (normalized) is 0.229. (6) The peptide sequence is AFKVADTAANAAPAN. The MHC is DRB1_0802 with pseudo-sequence DRB1_0802. The binding affinity (normalized) is 0.589. (7) The peptide sequence is GELQIVDHIDAAFKI. The MHC is DRB1_0802 with pseudo-sequence DRB1_0802. The binding affinity (normalized) is 0.512. (8) The peptide sequence is EYLNKIQNSLSTEWSPCSVT. The MHC is HLA-DQA10401-DQB10402 with pseudo-sequence HLA-DQA10401-DQB10402. The binding affinity (normalized) is 0.319. (9) The peptide sequence is LSPILFECLIHPMLG. The binding affinity (normalized) is 0.455. The MHC is HLA-DQA10101-DQB10501 with pseudo-sequence HLA-DQA10101-DQB10501. (10) The peptide sequence is INEPTDAAIAYGLDR. The MHC is HLA-DQA10102-DQB10602 with pseudo-sequence HLA-DQA10102-DQB10602. The binding affinity (normalized) is 0.530.